Dataset: Reaction yield outcomes from USPTO patents with 853,638 reactions. Task: Predict the reaction yield, written as a fraction of the theoretical maximum amount of product (1.0 means a 100% yield; for example, 0.34 means a 34% yield). (1) The reactants are [Cl:1][C:2]1[CH:3]=[CH:4][C:5]([N+:10]([O-:12])=[O:11])=[C:6]([CH:9]=1)[CH2:7]O.C(N(CC)CC)C.S(Cl)([Cl:22])=O. The catalyst is ClCCl. The product is [Cl:1][C:2]1[CH:3]=[CH:4][C:5]([N+:10]([O-:12])=[O:11])=[C:6]([CH2:7][Cl:22])[CH:9]=1. The yield is 0.990. (2) The reactants are [CH3:1][C:2]1[O:6][N:5]=[C:4]([C:7]2[CH:12]=[CH:11][CH:10]=[CH:9][CH:8]=2)[C:3]=1[CH2:13][O:14][C:15]1[CH:23]=[CH:22][C:18]([C:19]([OH:21])=O)=[CH:17][N:16]=1.Cl.[NH:25]1[CH2:29][CH2:28][C:27](=[O:30])[NH:26]1. No catalyst specified. The product is [CH3:1][C:2]1[O:6][N:5]=[C:4]([C:7]2[CH:8]=[CH:9][CH:10]=[CH:11][CH:12]=2)[C:3]=1[CH2:13][O:14][C:15]1[N:16]=[CH:17][C:18]([C:19]([N:25]2[CH:29]=[CH:28][C:27](=[O:30])[NH:26]2)=[O:21])=[CH:22][CH:23]=1. The yield is 0.0500. (3) The reactants are [NH2:1][C:2]1[CH:7]=[CH:6][CH:5]=[CH:4][C:3]=1[NH:8][C:9](=[O:31])[C:10]1[CH:15]=[CH:14][C:13]([CH:16]=[CH:17][C:18]2[N:23]=[C:22]([NH2:24])[N:21]=[C:20]([N:25]3[CH2:30][CH2:29][CH2:28][CH2:27][CH2:26]3)[N:19]=2)=[CH:12][CH:11]=1. The catalyst is CO.[Pd]. The product is [NH2:1][C:2]1[CH:7]=[CH:6][CH:5]=[CH:4][C:3]=1[NH:8][C:9](=[O:31])[C:10]1[CH:15]=[CH:14][C:13]([CH2:16][CH2:17][C:18]2[N:23]=[C:22]([NH2:24])[N:21]=[C:20]([N:25]3[CH2:26][CH2:27][CH2:28][CH2:29][CH2:30]3)[N:19]=2)=[CH:12][CH:11]=1. The yield is 0.560. (4) The reactants are [NH2:1][C:2]1[CH:3]=[C:4]([CH3:24])[C:5]([C:8]2[CH:23]=[CH:22][C:11]([C:12]([NH:14][C:15]3[CH:20]=[CH:19][CH:18]=[CH:17][C:16]=3[NH2:21])=[O:13])=[CH:10][CH:9]=2)=[N:6][CH:7]=1.N1[CH:30]=[CH:29][CH:28]=CC=1.[Br:31][CH2:32][CH2:33][C:34](Cl)=[O:35].[C:37](=[O:40])(O)[O-:38].[Na+].Cl[CH2:43]Cl. No catalyst specified. The product is [Br:31][CH2:32][CH2:33][C:34]([NH:1][C:2]1[CH:3]=[C:4]([CH3:24])[C:5]([C:8]2[CH:23]=[CH:22][C:11]([C:12]([NH:14][C:15]3[CH:20]=[CH:19][CH:18]=[CH:17][C:16]=3[NH:21][C:37](=[O:40])[O:38][C:29]([CH3:28])([CH3:30])[CH3:43])=[O:13])=[CH:10][CH:9]=2)=[N:6][CH:7]=1)=[O:35]. The yield is 0.570. (5) The reactants are [F:1][CH:2]([F:34])[C:3]1[N:7]([C:8]2[N:13]=[C:12]([N:14]3[CH2:19][CH2:18][O:17][CH2:16][CH2:15]3)[N:11]=[C:10]([N:20]([CH3:27])[CH:21]3[CH2:26][CH2:25][NH:24][CH2:23][CH2:22]3)[N:9]=2)[C:6]2[CH:28]=[CH:29][CH:30]=[C:31]([O:32][CH3:33])[C:5]=2[N:4]=1.[CH3:35][S:36](Cl)(=[O:38])=[O:37]. No catalyst specified. The product is [F:34][CH:2]([F:1])[C:3]1[N:7]([C:8]2[N:13]=[C:12]([N:14]3[CH2:15][CH2:16][O:17][CH2:18][CH2:19]3)[N:11]=[C:10]([N:20]([CH3:27])[CH:21]3[CH2:26][CH2:25][N:24]([S:36]([CH3:35])(=[O:38])=[O:37])[CH2:23][CH2:22]3)[N:9]=2)[C:6]2[CH:28]=[CH:29][CH:30]=[C:31]([O:32][CH3:33])[C:5]=2[N:4]=1. The yield is 0.560.